This data is from Forward reaction prediction with 1.9M reactions from USPTO patents (1976-2016). The task is: Predict the product of the given reaction. (1) Given the reactants [CH3:1][C@@H:2]1[N:13]([CH3:14])[C:12](=[O:15])[C@H:11]([CH2:16][C:17]([O:19]C(C)(C)C)=O)[CH2:10][CH:9]=[CH:8][CH2:7][CH2:6][C:5](=[O:24])[O:4][C@@H:3]1[C:25]1[CH:30]=[CH:29][CH:28]=[CH:27][CH:26]=1.FC(F)(F)C(O)=O.C[C@@H]1N(C)C(=O)[C@H](CC(O)=O)CC=CCCC(=O)O[C@@H]1C1C=CC=CC=1.[Cl:64][C:65]1[CH:70]=[CH:69][C:68]([CH2:71][NH2:72])=[CH:67][CH:66]=1, predict the reaction product. The product is: [Cl:64][C:65]1[CH:70]=[CH:69][C:68]([CH2:71][NH:72][C:17](=[O:19])[CH2:16][C@@H:11]2[CH2:10][CH:9]=[CH:8][CH2:7][CH2:6][C:5](=[O:24])[O:4][C@H:3]([C:25]3[CH:26]=[CH:27][CH:28]=[CH:29][CH:30]=3)[C@H:2]([CH3:1])[N:13]([CH3:14])[C:12]2=[O:15])=[CH:67][CH:66]=1. (2) Given the reactants [CH:1]1([NH:7][C:8]([C@H:10](OS(C)(=O)=O)[C:11]2[CH:16]=[CH:15][CH:14]=[CH:13][CH:12]=2)=[O:9])[CH2:6][CH2:5][CH2:4][CH2:3][CH2:2]1.CCN(C(C)C)C(C)C.[F:31][C:32]1[CH:33]=[C:34]([NH2:38])[CH:35]=[CH:36][CH:37]=1.O, predict the reaction product. The product is: [CH:1]1([NH:7][C:8](=[O:9])[C@@H:10]([NH:38][C:34]2[CH:35]=[CH:36][CH:37]=[C:32]([F:31])[CH:33]=2)[C:11]2[CH:16]=[CH:15][CH:14]=[CH:13][CH:12]=2)[CH2:6][CH2:5][CH2:4][CH2:3][CH2:2]1. (3) Given the reactants [OH:1][CH2:2][CH2:3][N:4]1[CH2:9][CH2:8][NH:7][CH2:6][CH2:5]1.[C:10]12([CH2:20][C:21]([NH:23][C:24]3[C:33]([Cl:34])=[CH:32][CH:31]=[C:30]4[C:25]=3[CH:26]=[CH:27][C:28]([CH:35]=O)=[N:29]4)=[O:22])[CH2:19][CH:14]3[CH2:15][CH:16]([CH2:18][CH:12]([CH2:13]3)[CH2:11]1)[CH2:17]2.C(O[BH-](OC(=O)C)OC(=O)C)(=O)C.[Na+], predict the reaction product. The product is: [C:10]12([CH2:20][C:21]([NH:23][C:24]3[C:33]([Cl:34])=[CH:32][CH:31]=[C:30]4[C:25]=3[CH:26]=[CH:27][C:28]([CH2:35][N:7]3[CH2:8][CH2:9][N:4]([CH2:3][CH2:2][OH:1])[CH2:5][CH2:6]3)=[N:29]4)=[O:22])[CH2:17][CH:16]3[CH2:18][CH:12]([CH2:13][CH:14]([CH2:15]3)[CH2:19]1)[CH2:11]2. (4) Given the reactants [Br:1][C:2]1[C:8]([CH3:9])=[CH:7][C:5]([NH2:6])=[C:4]([F:10])[CH:3]=1.[F:11][C:12]1[CH:17]=[CH:16][C:15]([C:18]([F:21])([F:20])[F:19])=[CH:14][C:13]=1[N:22]=[C:23]=[O:24].CCOCC, predict the reaction product. The product is: [Br:1][C:2]1[C:8]([CH3:9])=[CH:7][C:5]([NH:6][C:23]([NH:22][C:13]2[CH:14]=[C:15]([C:18]([F:19])([F:21])[F:20])[CH:16]=[CH:17][C:12]=2[F:11])=[O:24])=[C:4]([F:10])[CH:3]=1. (5) Given the reactants [Cl:1][C:2]1[CH:3]=[C:4]([CH:7]=[CH:8][CH:9]=1)[CH2:5]Br.Cl.[O:11]=[C:12]1[C:17]([C:18]([O:20][CH3:21])=[O:19])=[CH:16][CH:15]=[CH:14][NH:13]1.[H-].[Na+], predict the reaction product. The product is: [Cl:1][C:2]1[CH:3]=[C:4]([CH:7]=[CH:8][CH:9]=1)[CH2:5][N:13]1[CH:14]=[CH:15][CH:16]=[C:17]([C:18]([O:20][CH3:21])=[O:19])[C:12]1=[O:11]. (6) Given the reactants C[O:2][C:3]1[CH:4]=[C:5]([C:9]2[O:10][CH:11]=[C:12]([CH3:14])[N:13]=2)[CH:6]=[CH:7][CH:8]=1.O, predict the reaction product. The product is: [CH3:14][C:12]1[N:13]=[C:9]([C:5]2[CH:4]=[C:3]([OH:2])[CH:8]=[CH:7][CH:6]=2)[O:10][CH:11]=1.